From a dataset of Catalyst prediction with 721,799 reactions and 888 catalyst types from USPTO. Predict which catalyst facilitates the given reaction. Reactant: [N:1]1[CH:6]=[CH:5][CH:4]=[CH:3][C:2]=1[NH:7][C:8]1[CH:13]=[CH:12][CH:11]=[CH:10][C:9]=1[NH2:14].[CH3:15][C:16]1[S:17][C:18]([CH3:26])=[CH:19][C:20]=1/[CH:21]=[CH:22]/[C:23]([Cl:25])=O.N1C=CC=CC=1N1C2C=CC=CC=2N=C1/C=C/C1C=CC=CC=1.Cl. Product: [ClH:25].[CH3:15][C:16]1[S:17][C:18]([CH3:26])=[CH:19][C:20]=1/[CH:21]=[CH:22]/[C:23]1[N:7]([C:2]2[CH:3]=[CH:4][CH:5]=[CH:6][N:1]=2)[C:8]2[CH:13]=[CH:12][CH:11]=[CH:10][C:9]=2[N:14]=1. The catalyst class is: 5.